From a dataset of Forward reaction prediction with 1.9M reactions from USPTO patents (1976-2016). Predict the product of the given reaction. Given the reactants [CH3:1][O:2][CH:3]([O:6][CH3:7])[CH:4]=O.Cl.[NH2:9][CH2:10][CH2:11][C:12]1[C:20]2[S:19][C:18](=[O:21])[NH:17][C:16]=2[C:15]([OH:22])=[CH:14][CH:13]=1.CC(O)=O.C([BH3-])#N.[Na+].C([O-])(O)=O.[Na+].[CH:36]1[CH:41]=[CH:40][C:39]([CH2:42][O:43][C:44](Cl)=[O:45])=[CH:38][CH:37]=1.Cl, predict the reaction product. The product is: [CH3:7][O:6][CH:3]([O:2][CH3:1])[CH2:4][N:9]([CH2:10][CH2:11][C:12]1[C:20]2[S:19][C:18](=[O:21])[NH:17][C:16]=2[C:15]([OH:22])=[CH:14][CH:13]=1)[C:44](=[O:45])[O:43][CH2:42][C:39]1[CH:40]=[CH:41][CH:36]=[CH:37][CH:38]=1.